Dataset: CYP3A4 inhibition data for predicting drug metabolism from PubChem BioAssay. Task: Regression/Classification. Given a drug SMILES string, predict its absorption, distribution, metabolism, or excretion properties. Task type varies by dataset: regression for continuous measurements (e.g., permeability, clearance, half-life) or binary classification for categorical outcomes (e.g., BBB penetration, CYP inhibition). Dataset: cyp3a4_veith. (1) The compound is O=C(CCN1CCN(c2ccccc2F)CC1)Nc1ccccc1F. The result is 0 (non-inhibitor). (2) The molecule is CN(C)CCCN=C(N)N.O=S(=O)(O)O. The result is 0 (non-inhibitor). (3) The drug is CSc1nc2ccccc2cc1/C=C(\C#N)c1ccc(Cl)cc1Cl. The result is 0 (non-inhibitor).